From a dataset of Full USPTO retrosynthesis dataset with 1.9M reactions from patents (1976-2016). Predict the reactants needed to synthesize the given product. (1) Given the product [CH3:28][C:26]1[C:25]2[C:20](=[CH:21][CH:22]=[CH:23][CH:24]=2)[N:19]=[C:18]([NH:17][C@H:14]2[CH2:15][CH2:16][C@@H:11]([NH2:10])[CH2:12][CH2:13]2)[CH:27]=1, predict the reactants needed to synthesize it. The reactants are: C(OC(=O)[NH:10][C@H:11]1[CH2:16][CH2:15][C@@H:14]([NH:17][C:18]2[CH:27]=[C:26]([CH3:28])[C:25]3[C:20](=[CH:21][CH:22]=[CH:23][CH:24]=3)[N:19]=2)[CH2:13][CH2:12]1)C1C=CC=CC=1. (2) Given the product [C:31]([O:26][C:23]1[CH:24]=[CH:25][C:20]([CH2:19][C:18]([NH:17][C:13]2[CH:14]=[CH:15][CH:16]=[C:11]([C:8]3[CH:7]=[CH:6][CH:5]=[CH:10][CH:9]=3)[CH:12]=2)=[O:29])=[CH:21][C:22]=1[O:27][CH3:28])(=[O:30])[CH3:32], predict the reactants needed to synthesize it. The reactants are: C([CH:5]1[CH2:10][CH2:9][CH:8]([C:11]2[CH:12]=[C:13]([NH:17][C:18](=[O:29])[CH2:19][C:20]3[CH:25]=[CH:24][C:23]([OH:26])=[C:22]([O:27][CH3:28])[CH:21]=3)[CH:14]=[CH:15][CH:16]=2)[CH2:7][CH2:6]1)(C)(C)C.[OH:30][C:31]1C=CC(CC(NC2C=CC=C(C3C=CC=CC=3)C=2)=O)=C[C:32]=1OC. (3) The reactants are: [BH4-].[Na+].CO.[CH3:5][C:6]1([CH3:20])[C:11](=[O:12])[CH2:10][CH2:9][N:8]([C:13]([O:15][C:16]([CH3:19])([CH3:18])[CH3:17])=[O:14])[CH2:7]1. Given the product [OH:12][CH:11]1[CH2:10][CH2:9][N:8]([C:13]([O:15][C:16]([CH3:19])([CH3:18])[CH3:17])=[O:14])[CH2:7][C:6]1([CH3:20])[CH3:5], predict the reactants needed to synthesize it. (4) Given the product [C:23]([O:22][C:20](=[O:21])[NH:12][CH2:11][C:4]1[C:5](=[O:10])[NH:6][C:7]([CH3:9])=[CH:8][C:3]=1[CH2:1][CH3:2])([CH3:26])([CH3:25])[CH3:24], predict the reactants needed to synthesize it. The reactants are: [CH2:1]([C:3]1[CH:8]=[C:7]([CH3:9])[NH:6][C:5](=[O:10])[C:4]=1[C:11]#[N:12])[CH3:2].C(N(CC)CC)C.[C:20](O[C:20]([O:22][C:23]([CH3:26])([CH3:25])[CH3:24])=[O:21])([O:22][C:23]([CH3:26])([CH3:25])[CH3:24])=[O:21]. (5) Given the product [CH3:24][C:18]1[CH:19]=[C:20]([CH3:23])[CH:21]=[CH:22][C:17]=1[N:12]([CH2:13][CH:14]([CH3:16])[CH3:15])[S:9]([C:6]1[CH:5]=[CH:4][C:3]([CH2:2][O:32][CH2:31][C:28]2[CH:29]=[CH:30][N:25]=[CH:26][CH:27]=2)=[CH:8][CH:7]=1)(=[O:11])=[O:10], predict the reactants needed to synthesize it. The reactants are: Br[CH2:2][C:3]1[CH:8]=[CH:7][C:6]([S:9]([N:12]([C:17]2[CH:22]=[CH:21][C:20]([CH3:23])=[CH:19][C:18]=2[CH3:24])[CH2:13][CH:14]([CH3:16])[CH3:15])(=[O:11])=[O:10])=[CH:5][CH:4]=1.[N:25]1[CH:30]=[CH:29][C:28]([CH2:31][OH:32])=[CH:27][CH:26]=1.[H-].[Na+]. (6) Given the product [F:1][C:2]1[CH:3]=[C:4]([C@@:9]2([CH3:28])[N:14]([CH2:32][C:33]([O:35][CH2:36][CH3:37])=[O:34])[C:13](=[O:15])[C:12]3([CH2:20][CH2:19][CH2:18][CH2:17][CH2:16]3)[N:11]([C:21]([O:23][C:24]([CH3:27])([CH3:26])[CH3:25])=[O:22])[CH2:10]2)[CH:5]=[C:6]([F:8])[CH:7]=1, predict the reactants needed to synthesize it. The reactants are: [F:1][C:2]1[CH:3]=[C:4]([C@@:9]2([CH3:28])[NH:14][C:13](=[O:15])[C:12]3([CH2:20][CH2:19][CH2:18][CH2:17][CH2:16]3)[N:11]([C:21]([O:23][C:24]([CH3:27])([CH3:26])[CH3:25])=[O:22])[CH2:10]2)[CH:5]=[C:6]([F:8])[CH:7]=1.[H-].[Na+].Br[CH2:32][C:33]([O:35][CH2:36][CH3:37])=[O:34].C([O-])(O)=O.[Na+]. (7) Given the product [CH:35]1([NH:40][C:41]2[CH:46]=[CH:45][C:44]([C@H:47]3[C@@H:52]([C:53]([O:55][CH2:56][CH3:57])=[O:54])[CH2:51][CH2:50][CH2:49][N:48]3[C:61](=[O:62])[C:60]3[C:64]([CH3:68])=[CH:65][CH:66]=[CH:67][C:59]=3[F:58])=[CH:43][CH:42]=2)[CH2:36][CH2:37][CH2:38][CH2:39]1, predict the reactants needed to synthesize it. The reactants are: C(=O)([O-])[O-].[K+].[K+].C1(C)C=CC(C(OC(=O)[C@@H]([C@H](C(OC(C2C=CC(C)=CC=2)=O)=O)O)O)=O)=CC=1.[CH:35]1([NH:40][C:41]2[CH:46]=[CH:45][C:44]([C@H:47]3[C@@H:52]([C:53]([O:55][CH2:56][CH3:57])=[O:54])[CH2:51][CH2:50][CH2:49][NH:48]3)=[CH:43][CH:42]=2)[CH2:39][CH2:38][CH2:37][CH2:36]1.[F:58][C:59]1[CH:67]=[CH:66][CH:65]=[C:64]([CH3:68])[C:60]=1[C:61](Cl)=[O:62].